Dataset: Reaction yield outcomes from USPTO patents with 853,638 reactions. Task: Predict the reaction yield, written as a fraction of the theoretical maximum amount of product (1.0 means a 100% yield; for example, 0.34 means a 34% yield). (1) The reactants are [Br:1][C:2]1[CH:7]=[CH:6][C:5]([C:8]2[CH:13]=[CH:12][C:11]([Br:14])=[C:10]([S:15](Cl)(=[O:17])=[O:16])[CH:9]=2)=[CH:4][C:3]=1[S:19](Cl)(=[O:21])=[O:20].[F:23][C:24]([F:30])([F:29])[S:25]([NH2:28])(=[O:27])=[O:26].C(N(CC)CC)C.[OH-:38].[Na+]. The catalyst is O.C(#N)C. The product is [F:23][C:24]([F:30])([F:29])[S:25]([NH:28][S:19]([C:3]1[CH:4]=[C:5]([C:8]2[CH:13]=[CH:12][C:11]([Br:14])=[C:10]([S:15]([NH:28][S:25]([C:24]([F:30])([F:29])[F:23])(=[O:26])=[O:38])(=[O:17])=[O:16])[CH:9]=2)[CH:6]=[CH:7][C:2]=1[Br:1])(=[O:21])=[O:20])(=[O:27])=[O:26]. The yield is 0.570. (2) The reactants are [Br:1][C:2]1[CH:3]=[C:4]2[C:15]3([CH2:17][O:16]3)[C:14]3[CH:13]=[C:12]([Cl:18])[N:11]=[C:10]([F:19])[C:9]=3[O:8][C:5]2=[CH:6][CH:7]=1.[N:20]([Si](C)(C)C)=[N+:21]=[N-:22]. The catalyst is CN(C=O)C.CCOC(C)=O.O. The product is [N:20]([C:15]1([CH2:17][OH:16])[C:14]2[CH:13]=[C:12]([Cl:18])[N:11]=[C:10]([F:19])[C:9]=2[O:8][C:5]2[C:4]1=[CH:3][C:2]([Br:1])=[CH:7][CH:6]=2)=[N+:21]=[N-:22]. The yield is 0.990. (3) The reactants are [OH:1][CH2:2][C:3]1[N:4]=[C:5](/[CH:8]=[CH:9]/[C:10]2[CH:15]=[CH:14][C:13]([C:16]([F:19])([F:18])[F:17])=[CH:12][CH:11]=2)[O:6][CH:7]=1.C(N(C(C)C)CC)(C)C.CS(Cl)(=O)=O.[N:34]1([CH2:39][CH2:40][CH2:41][CH2:42][C:43]2[CH:48]=[CH:47][C:46](O)=[CH:45][CH:44]=2)[CH:38]=[CH:37][N:36]=[N:35]1.[OH-].[Na+]. The catalyst is [Br-].C([N+](CCCC)(CCCC)CCCC)CCC.O1CCCC1. The product is [F:17][C:16]([F:19])([F:18])[C:13]1[CH:14]=[CH:15][C:10](/[CH:9]=[CH:8]/[C:5]2[O:6][CH:7]=[C:3]([CH2:2][O:1][C:46]3[CH:45]=[CH:44][C:43]([CH2:42][CH2:41][CH2:40][CH2:39][N:34]4[CH:38]=[CH:37][N:36]=[N:35]4)=[CH:48][CH:47]=3)[N:4]=2)=[CH:11][CH:12]=1. The yield is 0.880. (4) The reactants are Cl[C:2]1[CH:7]=[C:6]([Cl:8])[N:5]=[CH:4][N:3]=1.[NH:9]1[CH:13]=[N:12][CH:11]=[N:10]1.C(=O)([O-])[O-].[Cs+].[Cs+]. The catalyst is CN(C=O)C.O. The product is [Cl:8][C:6]1[CH:7]=[C:2]([N:9]2[CH:13]=[N:12][CH:11]=[N:10]2)[N:3]=[CH:4][N:5]=1. The yield is 0.380. (5) The reactants are [P].[S].[CH3:3][C:4]1[O:8][C:7]([C:9](=[O:13])[CH2:10][C:11]#[N:12])=[CH:6][CH:5]=1.[H-].[Na+].[C:16](=S)=[S:17].CI.[CH3:21][S:22]([CH3:24])=O. No catalyst specified. The product is [CH3:3][C:4]1[O:8][C:7]([C:9]([C:10](=[C:21]([S:17][CH3:16])[S:22][CH3:24])[C:11]#[N:12])=[O:13])=[CH:6][CH:5]=1. The yield is 0.890. (6) The reactants are Br[C:2]1[CH:7]=[CH:6][CH:5]=[CH:4][C:3]=1[S:8][CH3:9].[CH3:10][C@H:11]1[NH:16][CH2:15][CH2:14][N:13]([CH2:17][C:18]2[CH:23]=[CH:22][CH:21]=[CH:20][CH:19]=2)[CH2:12]1. No catalyst specified. The product is [CH2:17]([N:13]1[CH2:14][CH2:15][N:16]([C:2]2[CH:7]=[CH:6][CH:5]=[CH:4][C:3]=2[S:8][CH3:9])[C@H:11]([CH3:10])[CH2:12]1)[C:18]1[CH:19]=[CH:20][CH:21]=[CH:22][CH:23]=1. The yield is 0.260. (7) The reactants are O[Li].O.C([O:6][C:7]([C:9]1[CH:10]=[N:11][N:12]([C:14]2[NH:18][C:17]3[CH:19]=[C:20]([Cl:25])[C:21]([Cl:24])=[C:22]([Br:23])[C:16]=3[N:15]=2)[CH:13]=1)=[O:8])C.C1COCC1. The catalyst is O. The product is [Br:23][C:22]1[C:16]2[N:15]=[C:14]([N:12]3[CH:13]=[C:9]([C:7]([OH:8])=[O:6])[CH:10]=[N:11]3)[NH:18][C:17]=2[CH:19]=[C:20]([Cl:25])[C:21]=1[Cl:24]. The yield is 0.830. (8) The reactants are [CH:1]([C:4]1[N:5]=[C:6]2[CH:11]=[C:10]([C:12](=[O:20])[NH:13][C:14]3[CH:19]=[CH:18][CH:17]=[CH:16][CH:15]=3)[CH:9]=[CH:8][N:7]2[C:21]=1[S:22](Cl)(=[O:24])=[O:23])([CH3:3])[CH3:2].[CH:26]1([CH:29]([NH2:33])[CH:30]2[CH2:32][CH2:31]2)[CH2:28][CH2:27]1.C(N(CC)CC)C.C(Cl)(Cl)Cl. The catalyst is ClCCl. The product is [CH:26]1([CH:29]([CH:30]2[CH2:32][CH2:31]2)[NH:33][S:22]([C:21]2[N:7]3[CH:8]=[CH:9][C:10]([C:12]([NH:13][C:14]4[CH:19]=[CH:18][CH:17]=[CH:16][CH:15]=4)=[O:20])=[CH:11][C:6]3=[N:5][C:4]=2[CH:1]([CH3:3])[CH3:2])(=[O:24])=[O:23])[CH2:28][CH2:27]1. The yield is 0.770. (9) The catalyst is O1CCOCC1.O. The reactants are C(O/[CH:4]=[CH:5]\[C:6]1[CH:7]=[C:8]([C:15]2[CH:20]=[CH:19][CH:18]=[CH:17][CH:16]=2)[C:9]2[N:10]([CH:12]=[N:13][N:14]=2)[CH:11]=1)C.C1C(=O)N(Br)C(=O)C1.[CH2:29]([NH:32][C:33]([NH2:35])=[S:34])[CH2:30][CH3:31]. The product is [C:15]1([C:8]2[C:9]3[N:10]([CH:12]=[N:13][N:14]=3)[CH:11]=[C:6]([C:5]3[S:34][C:33]([NH:32][CH2:29][CH2:30][CH3:31])=[N:35][CH:4]=3)[CH:7]=2)[CH:16]=[CH:17][CH:18]=[CH:19][CH:20]=1. The yield is 0.274. (10) The product is [O:17]=[C:11]1[C:10]2[C:15]3=[C:6]([CH2:5][CH2:4][CH:3]([C:2]([OH:19])=[O:1])[N:14]3[C:13](=[O:16])[NH:12]1)[CH:7]=[CH:8][CH:9]=2. The catalyst is CN(C)C=O. The yield is 0.380. The reactants are [OH:1][CH2:2][CH:3]1[N:14]2[C:15]3[C:10]([C:11](=[O:17])[NH:12][C:13]2=[O:16])=[CH:9][CH:8]=[CH:7][C:6]=3[CH2:5][CH2:4]1.[Cr](O[Cr]([O-])(=O)=O)([O-])(=O)=[O:19].[NH+]1C=CC=CC=1.[NH+]1C=CC=CC=1.C1(C)C=CC=CC=1.